Regression. Given two drug SMILES strings and cell line genomic features, predict the synergy score measuring deviation from expected non-interaction effect. From a dataset of Merck oncology drug combination screen with 23,052 pairs across 39 cell lines. Drug 1: CN(C)C(=N)N=C(N)N. Drug 2: Cn1c(=O)n(-c2ccc(C(C)(C)C#N)cc2)c2c3cc(-c4cnc5ccccc5c4)ccc3ncc21. Cell line: COLO320DM. Synergy scores: synergy=9.43.